This data is from Forward reaction prediction with 1.9M reactions from USPTO patents (1976-2016). The task is: Predict the product of the given reaction. (1) Given the reactants C(OP([CH2:9][C:10]1[CH:15]=[CH:14][C:13]([NH:16][C:17](=[O:25])[O:18][CH2:19][CH2:20][Si:21]([CH3:24])([CH3:23])[CH3:22])=[CH:12][CH:11]=1)(OCC)=O)C.CC([O-])(C)C.[K+].C[O:33][CH:34](OC)[C:35]1[CH:42]=[CH:41][C:38]([CH:39]=O)=[C:37]([O:43][CH3:44])[CH:36]=1.OS([O-])(=O)=O.[Na+].C([O-])(O)=O.[Na+], predict the reaction product. The product is: [CH:34]([C:35]1[CH:42]=[CH:41][C:38](/[CH:39]=[CH:9]/[C:10]2[CH:11]=[CH:12][C:13]([NH:16][C:17](=[O:25])[O:18][CH2:19][CH2:20][Si:21]([CH3:22])([CH3:23])[CH3:24])=[CH:14][CH:15]=2)=[C:37]([O:43][CH3:44])[CH:36]=1)=[O:33]. (2) Given the reactants Cl[C:2]1[N:6]([CH2:7][CH3:8])[N:5]=[CH:4][C:3]=1[N+:9]([O-:11])=[O:10].[F:12][C:13]([F:25])([F:24])[C:14]([NH:16][C@@H:17]1[CH2:23][CH2:22][CH2:21][NH:20][CH2:19][CH2:18]1)=[O:15], predict the reaction product. The product is: [CH2:7]([N:6]1[C:2]([N:20]2[CH2:21][CH2:22][CH2:23][C@@H:17]([NH:16][C:14](=[O:15])[C:13]([F:24])([F:12])[F:25])[CH2:18][CH2:19]2)=[C:3]([N+:9]([O-:11])=[O:10])[CH:4]=[N:5]1)[CH3:8].